This data is from Forward reaction prediction with 1.9M reactions from USPTO patents (1976-2016). The task is: Predict the product of the given reaction. (1) Given the reactants [C:1]([O:5][C:6]([N:8]1[C:16]2[C:11](=[CH:12][CH:13]=[CH:14][CH:15]=2)[C:10](/[CH:17]=[CH:18]/[C:19](O)=[O:20])=[CH:9]1)=[O:7])([CH3:4])([CH3:3])[CH3:2].[CH:22]([NH:25][NH:26][C:27](=[O:34])[C:28]1[CH:33]=[CH:32][CH:31]=[N:30][CH:29]=1)([CH3:24])[CH3:23].CN(C(ON1N=NC2C=CC=NC1=2)=[N+](C)C)C.F[P-](F)(F)(F)(F)F.C(N(CC)C(C)C)(C)C, predict the reaction product. The product is: [CH:22]([N:25]([C:19](=[O:20])/[CH:18]=[CH:17]/[C:10]1[C:11]2[C:16](=[CH:15][CH:14]=[CH:13][CH:12]=2)[N:8]([C:6]([O:5][C:1]([CH3:2])([CH3:4])[CH3:3])=[O:7])[CH:9]=1)[NH:26][C:27](=[O:34])[C:28]1[CH:33]=[CH:32][CH:31]=[N:30][CH:29]=1)([CH3:24])[CH3:23]. (2) Given the reactants [CH2:1]([N:8]1[CH2:13][CH2:12][C:11]([NH:20][C:21]2[CH:26]=[CH:25][CH:24]=[C:23]([Cl:27])[CH:22]=2)([C:14]2[S:15][CH:16]=[C:17]([CH3:19])[N:18]=2)[CH2:10][CH2:9]1)[C:2]1[CH:7]=[CH:6][CH:5]=[CH:4][CH:3]=1.[C:28](Cl)(=[O:31])[CH2:29][CH3:30], predict the reaction product. The product is: [CH2:1]([N:8]1[CH2:13][CH2:12][C:11]([N:20]([C:21]2[CH:26]=[CH:25][CH:24]=[C:23]([Cl:27])[CH:22]=2)[C:28](=[O:31])[CH2:29][CH3:30])([C:14]2[S:15][CH:16]=[C:17]([CH3:19])[N:18]=2)[CH2:10][CH2:9]1)[C:2]1[CH:7]=[CH:6][CH:5]=[CH:4][CH:3]=1. (3) The product is: [Cl:1][C:2]1[CH:3]=[C:4]2[C:8](=[CH:9][CH:10]=1)[N:7]([CH3:11])[C:6]([CH2:12][CH2:13][CH2:14][CH2:15][CH2:16][CH3:17])=[C:5]2[C:18]([C:20]1[CH:21]=[C:22]([CH:27]=[CH:28][CH:29]=1)[C:23]([OH:25])=[O:24])=[O:19]. Given the reactants [Cl:1][C:2]1[CH:3]=[C:4]2[C:8](=[CH:9][CH:10]=1)[N:7]([CH3:11])[C:6]([CH2:12][CH2:13][CH2:14][CH2:15][CH2:16][CH3:17])=[C:5]2[C:18]([C:20]1[CH:21]=[C:22]([CH:27]=[CH:28][CH:29]=1)[C:23]([O:25]C)=[O:24])=[O:19].O.[OH-].[Li+], predict the reaction product. (4) Given the reactants [NH:1]1[C:9]2[C:4](=[CH:5][CH:6]=[C:7]([N:10]3[CH2:15][CH2:14][O:13][CH2:12][CH2:11]3)[CH:8]=2)[CH:3]=[CH:2]1.[CH3:16][N:17]([CH3:39])[C:18]1[CH:38]=[CH:37][C:21]([C:22]([NH:24][C:25]2[CH:30]=[CH:29][CH:28]=[C:27](/[CH:31]=[CH:32]/[N+:33]([O-:35])=[O:34])[C:26]=2[F:36])=[O:23])=[CH:20][CH:19]=1.FC(F)(F)S(O[Yb](OS(C(F)(F)F)(=O)=O)OS(C(F)(F)F)(=O)=O)(=O)=O.C(OCC)(=O)C.CCCCCC, predict the reaction product. The product is: [CH3:39][N:17]([CH3:16])[C:18]1[CH:19]=[CH:20][C:21]([C:22]([NH:24][C:25]2[CH:30]=[CH:29][CH:28]=[C:27]([CH:31]([C:3]3[C:4]4[C:9](=[CH:8][C:7]([N:10]5[CH2:15][CH2:14][O:13][CH2:12][CH2:11]5)=[CH:6][CH:5]=4)[NH:1][CH:2]=3)[CH2:32][N+:33]([O-:35])=[O:34])[C:26]=2[F:36])=[O:23])=[CH:37][CH:38]=1. (5) Given the reactants [F:1][C:2]1[CH:7]=[C:6]([I:8])[CH:5]=[CH:4][C:3]=1[NH:9][C:10]1[CH:18]=[N:17][CH:16]=[CH:15][C:11]=1[C:12]([OH:14])=O.[N:19]1[CH:24]=[CH:23][CH:22]=[CH:21][C:20]=1[CH2:25][NH2:26], predict the reaction product. The product is: [F:1][C:2]1[CH:7]=[C:6]([I:8])[CH:5]=[CH:4][C:3]=1[NH:9][C:10]1[CH:18]=[N:17][CH:16]=[CH:15][C:11]=1[C:12]([NH:26][CH2:25][C:20]1[CH:21]=[CH:22][CH:23]=[CH:24][N:19]=1)=[O:14]. (6) Given the reactants [CH2:1]([C:7]1[CH:12]=[CH:11][C:10](C(=O)C)=[CH:9][CH:8]=1)[CH2:2][CH2:3][CH2:4][CH2:5][CH3:6].[C:16]([OH:19])(=[O:18])[CH3:17].S(=O)(=O)(O)O, predict the reaction product. The product is: [CH2:1]([C:7]1[CH:8]=[CH:9][C:10]([CH2:17][C:16]([OH:19])=[O:18])=[CH:11][CH:12]=1)[CH2:2][CH2:3][CH2:4][CH2:5][CH3:6]. (7) Given the reactants [C:1]([O:5][C:6]([N:8]1[CH2:13][CH2:12][C:11]2[N:14]=[CH:15][S:16][C:10]=2[CH:9]1[C:17]1[CH:22]=[C:21]([F:23])[CH:20]=[CH:19][C:18]=1[O:24][CH2:25]C=C)=[O:7])([CH3:4])([CH3:3])[CH3:2].CN1C(=O)CC(=O)N(C)C1=O.C1(O)C=CC=CC=1.C(=O)([O-])[O-].[K+].[K+].BrC[C:54]([O:56][CH2:57][CH3:58])=[O:55], predict the reaction product. The product is: [C:1]([O:5][C:6]([N:8]1[CH2:13][CH2:12][C:11]2[N:14]=[CH:15][S:16][C:10]=2[CH:9]1[C:17]1[CH:22]=[C:21]([F:23])[CH:20]=[CH:19][C:18]=1[O:24][CH2:25][C:54]([O:56][CH2:57][CH3:58])=[O:55])=[O:7])([CH3:2])([CH3:4])[CH3:3].